From a dataset of Full USPTO retrosynthesis dataset with 1.9M reactions from patents (1976-2016). Predict the reactants needed to synthesize the given product. (1) Given the product [C:1]([O:5][C:6](=[O:27])[C:7]([S:10][C:11]1[S:12][CH:13]=[C:14]([CH2:16][CH2:17][N:18]([CH2:35][C:31]2[CH:32]=[CH:33][CH:34]=[C:29]([Br:28])[CH:30]=2)[C:19]2[N:20]=[CH:21][C:22]([CH2:25][CH3:26])=[CH:23][N:24]=2)[N:15]=1)([CH3:9])[CH3:8])([CH3:2])([CH3:3])[CH3:4], predict the reactants needed to synthesize it. The reactants are: [C:1]([O:5][C:6](=[O:27])[C:7]([S:10][C:11]1[S:12][CH:13]=[C:14]([CH2:16][CH2:17][NH:18][C:19]2[N:24]=[CH:23][C:22]([CH2:25][CH3:26])=[CH:21][N:20]=2)[N:15]=1)([CH3:9])[CH3:8])([CH3:4])([CH3:3])[CH3:2].[Br:28][C:29]1[CH:34]=[CH:33][CH:32]=[C:31]([CH2:35]Br)[CH:30]=1.CC(C)([O-])C.[K+].O. (2) Given the product [CH2:12]([N:7]1[C:8]2[CH:9]=[C:10]3[N:11]=[C:19]([CH:18]([OH:17])[CH3:22])[NH:1][C:2]3=[CH:3][C:4]=2[C:5]([CH3:15])([CH3:16])[C:6]1=[O:14])[CH3:13], predict the reactants needed to synthesize it. The reactants are: [NH2:1][C:2]1[CH:3]=[C:4]2[C:8](=[CH:9][C:10]=1[NH2:11])[N:7]([CH2:12][CH3:13])[C:6](=[O:14])[C:5]2([CH3:16])[CH3:15].[OH:17][CH:18]([CH3:22])[C:19](O)=O.N. (3) Given the product [CH2:1]([O:8][CH2:9][C:10]([NH2:21])=[CH:11][C:12]([O:14][CH2:15][CH3:16])=[O:13])[C:2]1[CH:7]=[CH:6][CH:5]=[CH:4][CH:3]=1, predict the reactants needed to synthesize it. The reactants are: [CH2:1]([O:8][CH2:9][C:10](=O)[CH2:11][C:12]([O:14][CH2:15][CH3:16])=[O:13])[C:2]1[CH:7]=[CH:6][CH:5]=[CH:4][CH:3]=1.C([O-])=O.[NH4+:21]. (4) The reactants are: Cl.[NH2:2][CH2:3][C:4]1[C:5]([CH3:23])=[C:6]([C:10]2[CH:11]=[C:12]3[C:17](=[CH:18][C:19]=2[F:20])[N:16]([CH3:21])[C:15](=[O:22])[CH2:14][CH2:13]3)[CH:7]=[N:8][CH:9]=1.[CH3:24][C:25]1[O:29][N:28]=[CH:27][C:26]=1[C:30](O)=[O:31]. Given the product [F:20][C:19]1[CH:18]=[C:17]2[C:12]([CH2:13][CH2:14][C:15](=[O:22])[N:16]2[CH3:21])=[CH:11][C:10]=1[C:6]1[C:5]([CH3:23])=[C:4]([CH2:3][NH:2][C:30]([C:26]2[CH:27]=[N:28][O:29][C:25]=2[CH3:24])=[O:31])[CH:9]=[N:8][CH:7]=1, predict the reactants needed to synthesize it.